This data is from Catalyst prediction with 721,799 reactions and 888 catalyst types from USPTO. The task is: Predict which catalyst facilitates the given reaction. (1) Reactant: [F:1][C:2]1[C:9]([OH:10])=[CH:8][CH:7]=[CH:6][C:3]=1[C:4]#[N:5].Br[CH2:12][CH:13]([CH3:15])[CH3:14].C([O-])([O-])=O.[K+].[K+]. Product: [F:1][C:2]1[C:9]([O:10][CH2:12][CH:13]([CH3:15])[CH3:14])=[CH:8][CH:7]=[CH:6][C:3]=1[C:4]#[N:5]. The catalyst class is: 23. (2) Reactant: [F:1][C:2]1[CH:7]=[CH:6][CH:5]=[CH:4][C:3]=1[C:8]1[CH:17]=[C:16]([C:18]2[N:27]=[CH:26][CH:25]=[C:24]3[C:19]=2[CH:20]=[CH:21][N:22]=[C:23]3[NH2:28])[C:15]2[C:10](=[N:11][CH:12]=[CH:13][CH:14]=2)[N:9]=1.[C:29](OC(=O)C)(=[O:31])[CH3:30]. Product: [F:1][C:2]1[CH:7]=[CH:6][CH:5]=[CH:4][C:3]=1[C:8]1[CH:17]=[C:16]([C:18]2[N:27]=[CH:26][CH:25]=[C:24]3[C:19]=2[CH:20]=[CH:21][N:22]=[C:23]3[NH:28][C:29](=[O:31])[CH3:30])[C:15]2[C:10](=[N:11][CH:12]=[CH:13][CH:14]=2)[N:9]=1. The catalyst class is: 15. (3) Product: [CH3:32][N:31]1[C:25]2[CH:24]=[CH:23][C:22]([N:18]3[CH2:17][C@H:16]([CH2:15][NH:14][C:13](=[O:35])[CH2:2][CH3:3])[O:20][C:19]3=[O:21])=[CH:34][C:26]=2[CH2:27][CH2:28][O:29][C:30]1=[O:33]. The catalyst class is: 202. Reactant: F[C:2](F)(F)[C:3](O)=O.C(O[C:13](=[O:35])[NH:14][CH2:15][C@@H:16]1[O:20][C:19](=[O:21])[N:18]([C:22]2[CH:23]=[CH:24][C:25]3[N:31]([CH3:32])[C:30](=[O:33])[O:29][CH2:28][CH2:27][C:26]=3[CH:34]=2)[CH2:17]1)(C)(C)C.C(OC(=O)CC)(=O)CC.NC[C@@H]1OC(=O)N(C2C=CC3N(C)C(=O)OCCC=3C=2)C1.